Dataset: Catalyst prediction with 721,799 reactions and 888 catalyst types from USPTO. Task: Predict which catalyst facilitates the given reaction. (1) Reactant: C[Si](C)(C)[NH:3][Si](C)(C)C.C([Li])CCC.[C:15]([C:17]1[CH:22]=[CH:21][C:20]([CH2:23][CH2:24][C:25]2[C:29]3[C:30]([OH:34])=[CH:31][CH:32]=[CH:33][C:28]=3[O:27][CH:26]=2)=[CH:19][CH:18]=1)#[N:16].Cl. Product: [C:15]([C:17]1[CH:18]=[CH:19][C:20]([CH2:23][CH2:24][C:25]2[C:29]3[C:30]([OH:34])=[CH:31][CH:32]=[CH:33][C:28]=3[O:27][CH:26]=2)=[CH:21][CH:22]=1)(=[NH:3])[NH2:16]. The catalyst class is: 27. (2) Reactant: [CH3:1][N:2]([CH3:24])[CH:3]1[CH2:7][CH2:6][N:5]([C:8]2[CH:13]=[CH:12][C:11]([NH:14][C:15](=[O:23])[C:16]3[CH:21]=[CH:20][C:19]([OH:22])=[CH:18][CH:17]=3)=[CH:10][CH:9]=2)[CH2:4]1.Cl[C:26]1[CH:31]=[CH:30][C:29]([Cl:32])=[CH:28][N:27]=1.C(=O)([O-])[O-].[K+].[K+]. Product: [Cl:32][C:29]1[CH:30]=[CH:31][C:26]([O:22][C:19]2[CH:18]=[CH:17][C:16]([C:15]([NH:14][C:11]3[CH:10]=[CH:9][C:8]([N:5]4[CH2:6][CH2:7][CH:3]([N:2]([CH3:24])[CH3:1])[CH2:4]4)=[CH:13][CH:12]=3)=[O:23])=[CH:21][CH:20]=2)=[N:27][CH:28]=1. The catalyst class is: 3. (3) Reactant: [C:1]([C:3]1[CH:4]=[CH:5][C:6]([CH:13]2[N:18]([CH3:19])[C:17](=[O:20])[N:16]([C:21]3[CH:26]=[CH:25][CH:24]=[C:23]([C:27]([F:30])([F:29])[F:28])[CH:22]=3)[C:15]3[CH2:31][CH2:32][NH:33][C:34](=[O:35])[C:14]2=3)=[C:7]([CH:12]=1)[C:8]([O:10]C)=[O:9])#[N:2].[OH-].[Li+].O1CCOCC1.Cl. Product: [C:1]([C:3]1[CH:4]=[CH:5][C:6]([CH:13]2[N:18]([CH3:19])[C:17](=[O:20])[N:16]([C:21]3[CH:26]=[CH:25][CH:24]=[C:23]([C:27]([F:30])([F:28])[F:29])[CH:22]=3)[C:15]3[CH2:31][CH2:32][NH:33][C:34](=[O:35])[C:14]2=3)=[C:7]([CH:12]=1)[C:8]([OH:10])=[O:9])#[N:2]. The catalyst class is: 6. (4) The catalyst class is: 6. Reactant: [CH3:1][O:2][C:3]1[CH:4]=[C:5]([CH2:11][CH2:12][NH:13][C:14](=[O:27])[C:15]([C:20]2[CH:25]=[CH:24][C:23]([Cl:26])=[CH:22][CH:21]=2)=[CH:16]N(C)C)[CH:6]=[CH:7][C:8]=1[O:9][CH3:10].Cl.[O:29]1CCCC1. Product: [CH3:1][O:2][C:3]1[CH:4]=[C:5]([CH2:11][CH2:12][NH:13][C:14](=[O:27])[C:15]([C:20]2[CH:25]=[CH:24][C:23]([Cl:26])=[CH:22][CH:21]=2)=[CH:16][OH:29])[CH:6]=[CH:7][C:8]=1[O:9][CH3:10]. (5) Reactant: C(OC(=O)[NH:7][C:8]1[N:9]=[C:10]2[CH:15]=[CH:14][C:13]([O:16][C:17]3[CH:22]=[CH:21][CH:20]=[C:19]([NH:23][C:24](=[O:35])[C:25]4[CH:30]=[CH:29][CH:28]=[C:27]([C:31]([F:34])([F:33])[F:32])[CH:26]=4)[CH:18]=3)=[N:12][N:11]2[CH:36]=1)(C)(C)C.Cl.C(OCC)(=O)C. Product: [NH2:7][C:8]1[N:9]=[C:10]2[CH:15]=[CH:14][C:13]([O:16][C:17]3[CH:18]=[C:19]([NH:23][C:24](=[O:35])[C:25]4[CH:30]=[CH:29][CH:28]=[C:27]([C:31]([F:34])([F:33])[F:32])[CH:26]=4)[CH:20]=[CH:21][CH:22]=3)=[N:12][N:11]2[CH:36]=1. The catalyst class is: 5. (6) Reactant: [CH3:1][C:2]([O:5][C:6]([N:8]1[CH2:12][CH2:11][C@@H:10]([CH2:13][C:14]([OH:16])=O)[CH2:9]1)=[O:7])([CH3:4])[CH3:3].[Cl-].ClC1N(C)CC[NH+]1C.CCN(C(C)C)C(C)C.[NH2:35][C:36]1[N:40]([CH3:41])[N:39]=[CH:38][C:37]=1[C:42]([O:44][CH2:45][CH3:46])=[O:43]. Product: [CH3:4][C:2]([O:5][C:6]([N:8]1[CH2:12][CH2:11][C@H:10]([CH2:13][C:14]([NH:35][C:36]2[N:40]([CH3:41])[N:39]=[CH:38][C:37]=2[C:42]([O:44][CH2:45][CH3:46])=[O:43])=[O:16])[CH2:9]1)=[O:7])([CH3:1])[CH3:3]. The catalyst class is: 31. (7) Reactant: O=[C:2]([CH:8]1[C:17](=O)[C:16]2[C:11](=[CH:12][C:13]([O:19][C:20]([F:23])([F:22])[F:21])=[CH:14][CH:15]=2)[S:10][CH2:9]1)[C:3]([O:5][CH2:6][CH3:7])=[O:4].C(OC([NH:31][NH:32][CH:33]1[CH2:38][CH2:37][CH2:36][N:35](C(OC(C)(C)C)=O)[CH2:34]1)=O)(C)(C)C.Cl. Product: [NH:35]1[CH2:36][CH2:37][CH2:38][CH:33]([N:32]2[C:17]3[C:16]4[CH:15]=[CH:14][C:13]([O:19][C:20]([F:23])([F:22])[F:21])=[CH:12][C:11]=4[S:10][CH2:9][C:8]=3[C:2]([C:3]([O:5][CH2:6][CH3:7])=[O:4])=[N:31]2)[CH2:34]1. The catalyst class is: 14. (8) Reactant: [OH-].[Na+].[NH2:3][C:4]1[C:14]([Br:15])=[CH:13][C:12]([C:16]([F:19])([F:18])[F:17])=[CH:11][C:5]=1[C:6]([O:8]CC)=[O:7]. Product: [NH2:3][C:4]1[C:14]([Br:15])=[CH:13][C:12]([C:16]([F:19])([F:17])[F:18])=[CH:11][C:5]=1[C:6]([OH:8])=[O:7]. The catalyst class is: 361. (9) Reactant: [CH3:1][C:2]1([CH3:41])[C:14]2[CH:13]=[C:12]([NH:15][C:16]3[CH:21]=[CH:20][C:19]([C:22]4[CH:23]=[CH:24][C:25]5[N:26]([C:35]6[CH:40]=[CH:39][CH:38]=[CH:37][CH:36]=6)[C:27]6[C:32]([C:33]=5[CH:34]=4)=[CH:31][CH:30]=[CH:29][CH:28]=6)=[CH:18][CH:17]=3)[CH:11]=[CH:10][C:9]=2[C:8]2[C:3]1=[CH:4][CH:5]=[CH:6][CH:7]=2.[Br:42][C:43]1[CH:48]=[CH:47][C:46]([C:49]2[CH:54]=[CH:53][C:52](I)=[CH:51][CH:50]=2)=[CH:45][CH:44]=1.C(=O)([O-])[O-].[Na+].[Na+]. Product: [Br:42][C:43]1[CH:44]=[CH:45][C:46]([C:49]2[CH:54]=[CH:53][C:52]([N:15]([C:12]3[CH:11]=[CH:10][C:9]4[C:8]5[C:3](=[CH:4][CH:5]=[CH:6][CH:7]=5)[C:2]([CH3:41])([CH3:1])[C:14]=4[CH:13]=3)[C:16]3[CH:17]=[CH:18][C:19]([C:22]4[CH:23]=[CH:24][C:25]5[N:26]([C:35]6[CH:40]=[CH:39][CH:38]=[CH:37][CH:36]=6)[C:27]6[C:32]([C:33]=5[CH:34]=4)=[CH:31][CH:30]=[CH:29][CH:28]=6)=[CH:20][CH:21]=3)=[CH:51][CH:50]=2)=[CH:47][CH:48]=1. The catalyst class is: 11. (10) Reactant: [F:1][C:2]1[CH:7]=[CH:6][C:5]([N:8]2[C:11](=[O:12])[C@H:10]([S:13][CH2:14][CH:15]([OH:24])[C:16]3[CH:21]=[CH:20][C:19]([S:22][CH3:23])=[CH:18][CH:17]=3)[C@H:9]2[C:25]2[CH:35]=[CH:34][C:28]([O:29][CH2:30][C:31]([OH:33])=O)=[CH:27][CH:26]=2)=[CH:4][CH:3]=1.Cl.[NH2:37][CH2:38][C:39]([NH:41][C@@H:42]([C:46]([O:48]C(C)(C)C)=[O:47])[CH:43]([CH3:45])[CH3:44])=[O:40].CN1CCOCC1.CN(C(ON1N=NC2C=CC=CC1=2)=[N+](C)C)C.[B-](F)(F)(F)F. Product: [F:1][C:2]1[CH:3]=[CH:4][C:5]([N:8]2[C:11](=[O:12])[C@H:10]([S:13][CH2:14][CH:15]([OH:24])[C:16]3[CH:17]=[CH:18][C:19]([S:22][CH3:23])=[CH:20][CH:21]=3)[C@H:9]2[C:25]2[CH:26]=[CH:27][C:28]([O:29][CH2:30][C:31]([NH:37][CH2:38][C:39]([NH:41][C@@H:42]([C:46]([OH:48])=[O:47])[CH:43]([CH3:44])[CH3:45])=[O:40])=[O:33])=[CH:34][CH:35]=2)=[CH:6][CH:7]=1. The catalyst class is: 157.